Predict the reactants needed to synthesize the given product. From a dataset of Full USPTO retrosynthesis dataset with 1.9M reactions from patents (1976-2016). (1) Given the product [NH2:1][C:2]1[C:11]2[N:12]=[C:13]([CH2:41][CH2:42][O:43][CH3:44])[N:14]([CH2:15][CH2:16][CH2:17][N:18]([CH2:27][C:28]3[C:29]([O:39][CH3:40])=[C:30]([CH:36]=[CH:37][CH:38]=3)[O:31][CH2:32][C:33]([O:35][CH:45]([CH3:47])[CH3:46])=[O:34])[C:19](=[O:26])[CH2:20][N:21]([CH2:24][CH3:25])[CH2:22][CH3:23])[C:10]=2[C:9]2[CH:8]=[CH:7][CH:6]=[CH:5][C:4]=2[N:3]=1, predict the reactants needed to synthesize it. The reactants are: [NH2:1][C:2]1[C:11]2[N:12]=[C:13]([CH2:41][CH2:42][O:43][CH3:44])[N:14]([CH2:15][CH2:16][CH2:17][N:18]([CH2:27][C:28]3[C:29]([O:39][CH3:40])=[C:30]([CH:36]=[CH:37][CH:38]=3)[O:31][CH2:32][C:33]([OH:35])=[O:34])[C:19](=[O:26])[CH2:20][N:21]([CH2:24][CH3:25])[CH2:22][CH3:23])[C:10]=2[C:9]2[CH:8]=[CH:7][CH:6]=[CH:5][C:4]=2[N:3]=1.[CH:45](O)([CH3:47])[CH3:46]. (2) Given the product [C:13]([O:12][C:10]([N:7]1[CH2:8][CH2:9][C:4]([C:1]([NH:2][C:19]2[CH:39]=[CH:38][C:22]([CH2:23][N:24]3[CH2:33][CH2:32][C:31]4[C:26](=[CH:27][CH:28]=[C:29]([C:34]([O:36][CH3:37])=[O:35])[CH:30]=4)[CH2:25]3)=[CH:21][CH:20]=2)=[O:3])([CH3:17])[CH2:5][CH2:6]1)=[O:11])([CH3:16])([CH3:15])[CH3:14], predict the reactants needed to synthesize it. The reactants are: [C:1]([C:4]1([CH3:17])[CH2:9][CH2:8][N:7]([C:10]([O:12][C:13]([CH3:16])([CH3:15])[CH3:14])=[O:11])[CH2:6][CH2:5]1)(=[O:3])[NH2:2].Br[C:19]1[CH:39]=[CH:38][C:22]([CH2:23][N:24]2[CH2:33][CH2:32][C:31]3[C:26](=[CH:27][CH:28]=[C:29]([C:34]([O:36][CH3:37])=[O:35])[CH:30]=3)[CH2:25]2)=[CH:21][CH:20]=1.CC1(C)C2C(=C(P(C3C=CC=CC=3)C3C=CC=CC=3)C=CC=2)OC2C(P(C3C=CC=CC=3)C3C=CC=CC=3)=CC=CC1=2.C([O-])([O-])=O.[Cs+].[Cs+]. (3) Given the product [NH:22]1[C:30]2[C:25](=[CH:26][C:27]([C:2]3[CH:3]=[CH:4][N:5]4[C:10]([C:11]=3[O:12][CH3:13])=[C:9]([CH:14]3[CH2:16][CH2:15]3)[CH:8]=[C:7]([C:17]([O:19][CH3:20])=[O:18])[C:6]4=[O:21])=[CH:28][CH:29]=2)[CH:24]=[N:23]1, predict the reactants needed to synthesize it. The reactants are: Cl[C:2]1[CH:3]=[CH:4][N:5]2[C:10]([C:11]=1[O:12][CH3:13])=[C:9]([CH:14]1[CH2:16][CH2:15]1)[CH:8]=[C:7]([C:17]([O:19][CH3:20])=[O:18])[C:6]2=[O:21].[NH:22]1[C:30]2[C:25](=[CH:26][C:27](B3OC(C)(C)C(C)(C)O3)=[CH:28][CH:29]=2)[CH:24]=[N:23]1. (4) Given the product [CH:29]1([CH2:28][N:18]2[C:19]3[CH2:24][CH2:23][N:22]([C:25](=[O:27])[CH3:26])[CH2:21][C:20]=3[C:16]([NH:4][C:3]3[CH:5]=[CH:6][CH:7]=[C:8]([C:9]4[CH:10]=[N:11][N:12]([CH3:14])[CH:13]=4)[C:2]=3[F:1])=[N:17]2)[CH2:30][CH2:31]1, predict the reactants needed to synthesize it. The reactants are: [F:1][C:2]1[C:8]([C:9]2[CH:10]=[N:11][N:12]([CH3:14])[CH:13]=2)=[CH:7][CH:6]=[CH:5][C:3]=1[NH2:4].Br[C:16]1[C:20]2[CH2:21][N:22]([C:25](=[O:27])[CH3:26])[CH2:23][CH2:24][C:19]=2[N:18]([CH2:28][CH:29]2[CH2:31][CH2:30]2)[N:17]=1.CC([O-])(C)C.[Na+].C1(P(C2CCCCC2)C2C(OC)=CC=C(OC)C=2C2C(C(C)C)=CC(C(C)C)=CC=2C(C)C)CCCCC1. (5) Given the product [I:11][C:12]1[CH:19]=[CH:18][C:15]([CH2:16][O:3][C:4]([CH3:10])([CH3:9])[C:5]([O:7][CH3:8])=[O:6])=[CH:14][CH:13]=1, predict the reactants needed to synthesize it. The reactants are: [H-].[Na+].[OH:3][C:4]([CH3:10])([CH3:9])[C:5]([O:7][CH3:8])=[O:6].[I:11][C:12]1[CH:19]=[CH:18][C:15]([CH2:16]Br)=[CH:14][CH:13]=1.C1(C)C=CC=CC=1. (6) Given the product [Cl:42][C:32]1[C:33]([O:40][CH3:41])=[CH:34][C:35]([O:38][CH3:39])=[C:36]([Cl:37])[C:31]=1[NH:22][C:20](=[O:21])[N:19]([C:15]1[N:16]=[CH:17][N:18]=[C:13]([NH:12][C:3]2[CH:4]=[CH:5][C:6]([CH2:8][N:9]([CH3:10])[CH3:11])=[CH:7][C:2]=2[NH:1][C:44](=[O:45])[CH:46]=[CH2:51])[CH:14]=1)[CH3:43], predict the reactants needed to synthesize it. The reactants are: [NH2:1][C:2]1[CH:7]=[C:6]([CH2:8][N:9]([CH3:11])[CH3:10])[CH:5]=[CH:4][C:3]=1[NH:12][C:13]1[N:18]=[CH:17][N:16]=[C:15]([N:19]([CH3:43])[C:20]([N:22]([C:31]2[C:36]([Cl:37])=[C:35]([O:38][CH3:39])[CH:34]=[C:33]([O:40][CH3:41])[C:32]=2[Cl:42])COCC[Si](C)(C)C)=[O:21])[CH:14]=1.[C:44](O)([C:46](F)(F)F)=[O:45].[CH2:51](Cl)Cl. (7) Given the product [Cl:6][C:7]1[CH:8]=[C:9]([O:30][CH2:2][CH2:3][O:4][CH3:5])[C:10]2[N:11]([N:14]=[C:15]([CH2:17][CH2:18][C:19]3[N:23]([CH3:24])[N:22]=[C:21]([N:25]4[CH2:29][CH2:28][CH2:27][CH2:26]4)[N:20]=3)[N:16]=2)[C:12]=1[CH3:13], predict the reactants needed to synthesize it. The reactants are: Br[CH2:2][CH2:3][O:4][CH3:5].[Cl:6][C:7]1[CH:8]=[C:9]([OH:30])[C:10]2[N:11]([N:14]=[C:15]([CH2:17][CH2:18][C:19]3[N:23]([CH3:24])[N:22]=[C:21]([N:25]4[CH2:29][CH2:28][CH2:27][CH2:26]4)[N:20]=3)[N:16]=2)[C:12]=1[CH3:13].C([O-])([O-])=O.[K+].[K+]. (8) Given the product [Br:4][C:5]1[CH:6]=[C:7]([CH:11]([OH:12])[CH3:1])[CH:8]=[N:9][CH:10]=1, predict the reactants needed to synthesize it. The reactants are: [CH3:1][Mg]Br.[Br:4][C:5]1[CH:6]=[C:7]([CH:11]=[O:12])[CH:8]=[N:9][CH:10]=1.